Dataset: Peptide-MHC class I binding affinity with 185,985 pairs from IEDB/IMGT. Task: Regression. Given a peptide amino acid sequence and an MHC pseudo amino acid sequence, predict their binding affinity value. This is MHC class I binding data. (1) The peptide sequence is ERAFQNWSV. The MHC is HLA-B15:01 with pseudo-sequence HLA-B15:01. The binding affinity (normalized) is 0.0847. (2) The peptide sequence is WYELTPAETTV. The MHC is Patr-A0901 with pseudo-sequence Patr-A0901. The binding affinity (normalized) is 0.159. (3) The peptide sequence is IESNPLFPV. The MHC is HLA-A66:01 with pseudo-sequence HLA-A66:01. The binding affinity (normalized) is 0.213. (4) The peptide sequence is VILKDPRIA. The MHC is HLA-A02:01 with pseudo-sequence HLA-A02:01. The binding affinity (normalized) is 0.395.